This data is from Full USPTO retrosynthesis dataset with 1.9M reactions from patents (1976-2016). The task is: Predict the reactants needed to synthesize the given product. Given the product [Cl:1][C:2]1[CH:7]=[C:6]([Cl:8])[CH:5]=[CH:4][C:3]=1[C:9]1[N:10]=[C:11](/[CH:16]=[CH:17]/[C:18]2[CH:23]=[CH:22][C:21]([C:24]3[CH:25]=[CH:26][C:27]([O:30][CH2:32][CH2:33][CH2:34][CH2:35][CH2:36][C:37]([OH:39])=[O:38])=[CH:28][CH:29]=3)=[CH:20][CH:19]=2)[N:12]([CH2:14][CH3:15])[CH:13]=1, predict the reactants needed to synthesize it. The reactants are: [Cl:1][C:2]1[CH:7]=[C:6]([Cl:8])[CH:5]=[CH:4][C:3]=1[C:9]1[N:10]=[C:11](/[CH:16]=[CH:17]/[C:18]2[CH:23]=[CH:22][C:21]([C:24]3[CH:29]=[CH:28][C:27]([OH:30])=[CH:26][CH:25]=3)=[CH:20][CH:19]=2)[N:12]([CH2:14][CH3:15])[CH:13]=1.Br[CH2:32][CH2:33][CH2:34][CH2:35][CH2:36][C:37]([O:39]CC)=[O:38].